Predict the product of the given reaction. From a dataset of Forward reaction prediction with 1.9M reactions from USPTO patents (1976-2016). Given the reactants [Cl:1][C:2]1[C:7]([CH2:8][CH2:9][CH2:10][OH:11])=[C:6](Cl)[N:5]2[N:13]=[CH:14][CH:15]=[C:4]2[N:3]=1.C(N(CC)CC)C.[CH3:23][CH2:24][O:25][C:26]1[CH:31]=[CH:30][C:29]([NH2:32])=[CH:28][CH:27]=1, predict the reaction product. The product is: [Cl:1][C:2]1[C:7]([CH2:8][CH2:9][CH2:10][OH:11])=[C:6]([NH:32][C:29]2[CH:30]=[CH:31][C:26]([O:25][CH2:24][CH3:23])=[CH:27][CH:28]=2)[N:5]2[N:13]=[CH:14][CH:15]=[C:4]2[N:3]=1.